Dataset: Forward reaction prediction with 1.9M reactions from USPTO patents (1976-2016). Task: Predict the product of the given reaction. (1) Given the reactants [CH3:1][C:2]1([CH3:9])[C@@H:7]([OH:8])[C:5](=[O:6])[O:4][CH2:3]1.[NH2:10][CH2:11][CH2:12][C:13]([OH:15])=[O:14], predict the reaction product. The product is: [C:13]([OH:15])(=[O:14])[CH2:12][CH2:11][NH:10][C:5](=[O:6])[C@H:7]([C:2]([CH2:3][OH:4])([CH3:9])[CH3:1])[OH:8]. (2) The product is: [C:1]([O:5][C:6](=[O:40])[N:7]([C@@H:19]1[C@@H:24]([OH:25])[C@H:23]([CH2:26][C:27]2[CH:28]=[C:29]([O:34][CH2:35][CH2:36][CH3:37])[C:30]([NH2:33])=[C:31]([Cl:41])[CH:32]=2)[CH2:22][S:21](=[O:38])(=[O:39])[CH2:20]1)[CH2:8][C:9]1[CH:14]=[CH:13][CH:12]=[C:11]([C:15]([CH3:16])([CH3:18])[CH3:17])[CH:10]=1)([CH3:2])([CH3:3])[CH3:4]. Given the reactants [C:1]([O:5][C:6](=[O:40])[N:7]([C@@H:19]1[C@@H:24]([OH:25])[C@H:23]([CH2:26][C:27]2[CH:32]=[CH:31][C:30]([NH2:33])=[C:29]([O:34][CH2:35][CH2:36][CH3:37])[CH:28]=2)[CH2:22][S:21](=[O:39])(=[O:38])[CH2:20]1)[CH2:8][C:9]1[CH:14]=[CH:13][CH:12]=[C:11]([C:15]([CH3:18])([CH3:17])[CH3:16])[CH:10]=1)([CH3:4])([CH3:3])[CH3:2].[Cl:41]N1C(=O)CCC1=O.C([O-])(O)=O.[Na+], predict the reaction product. (3) Given the reactants Cl[C:2]1[N:7]=[C:6]([N:8]([CH3:26])[C:9]2[CH:25]=[CH:24][C:12]3[N:13]([CH3:23])[C:14]([NH:16][CH:17]4[CH2:22][CH2:21][CH2:20][CH2:19][CH2:18]4)=[N:15][C:11]=3[CH:10]=2)[CH:5]=[CH:4][N:3]=1.[CH3:27][S:28]([CH2:31][C:32]1[CH:38]=[CH:37][C:35]([NH2:36])=[CH:34][CH:33]=1)(=[O:30])=[O:29], predict the reaction product. The product is: [CH:17]1([NH:16][C:14]2[N:13]([CH3:23])[C:12]3[CH:24]=[CH:25][C:9]([N:8]([C:6]4[CH:5]=[CH:4][N:3]=[C:2]([NH:36][C:35]5[CH:37]=[CH:38][C:32]([CH2:31][S:28]([CH3:27])(=[O:30])=[O:29])=[CH:33][CH:34]=5)[N:7]=4)[CH3:26])=[CH:10][C:11]=3[N:15]=2)[CH2:22][CH2:21][CH2:20][CH2:19][CH2:18]1.